From a dataset of NCI-60 drug combinations with 297,098 pairs across 59 cell lines. Regression. Given two drug SMILES strings and cell line genomic features, predict the synergy score measuring deviation from expected non-interaction effect. (1) Drug 1: CCCCCOC(=O)NC1=NC(=O)N(C=C1F)C2C(C(C(O2)C)O)O. Drug 2: CC1=C(C(=O)C2=C(C1=O)N3CC4C(C3(C2COC(=O)N)OC)N4)N. Cell line: NCI-H322M. Synergy scores: CSS=-5.90, Synergy_ZIP=10.5, Synergy_Bliss=3.27, Synergy_Loewe=-84.9, Synergy_HSA=-5.77. (2) Drug 1: C1=C(C(=O)NC(=O)N1)F. Drug 2: C1=CC(=CC=C1C#N)C(C2=CC=C(C=C2)C#N)N3C=NC=N3. Cell line: HCT116. Synergy scores: CSS=44.2, Synergy_ZIP=-0.464, Synergy_Bliss=-3.84, Synergy_Loewe=-8.40, Synergy_HSA=-3.73. (3) Drug 1: CC12CCC3C(C1CCC2=O)CC(=C)C4=CC(=O)C=CC34C. Drug 2: C1CN1P(=S)(N2CC2)N3CC3. Cell line: NCI/ADR-RES. Synergy scores: CSS=19.6, Synergy_ZIP=-3.26, Synergy_Bliss=-1.36, Synergy_Loewe=-0.572, Synergy_HSA=0.166. (4) Drug 1: C1CN1C2=NC(=NC(=N2)N3CC3)N4CC4. Drug 2: CCC1(CC2CC(C3=C(CCN(C2)C1)C4=CC=CC=C4N3)(C5=C(C=C6C(=C5)C78CCN9C7C(C=CC9)(C(C(C8N6C)(C(=O)OC)O)OC(=O)C)CC)OC)C(=O)OC)O.OS(=O)(=O)O. Cell line: A498. Synergy scores: CSS=27.4, Synergy_ZIP=-6.02, Synergy_Bliss=-1.43, Synergy_Loewe=-0.781, Synergy_HSA=-0.654. (5) Drug 1: C1CN1P(=S)(N2CC2)N3CC3. Drug 2: C1CN(P(=O)(OC1)NCCCl)CCCl. Cell line: HOP-92. Synergy scores: CSS=2.25, Synergy_ZIP=-3.24, Synergy_Bliss=-0.609, Synergy_Loewe=-7.24, Synergy_HSA=-2.25. (6) Drug 1: C1=CC(=C2C(=C1NCCNCCO)C(=O)C3=C(C=CC(=C3C2=O)O)O)NCCNCCO. Drug 2: CC1C(C(CC(O1)OC2CC(CC3=C2C(=C4C(=C3O)C(=O)C5=C(C4=O)C(=CC=C5)OC)O)(C(=O)C)O)N)O.Cl. Cell line: KM12. Synergy scores: CSS=55.9, Synergy_ZIP=5.40, Synergy_Bliss=6.80, Synergy_Loewe=15.7, Synergy_HSA=16.1.